The task is: Predict the reactants needed to synthesize the given product.. This data is from Full USPTO retrosynthesis dataset with 1.9M reactions from patents (1976-2016). (1) Given the product [CH3:29][C:24]1[C:23]([C:16]2[C:17]([O:21][CH3:22])=[CH:18][C:19]3[C:20]4[N:8]([CH2:1][CH:2]5[CH2:7][CH2:6][CH2:5][CH2:4][NH:36]5)[C:9](=[O:30])[O:10][C:11]=4[CH:12]=[N:13][C:14]=3[CH:15]=2)=[C:27]([CH3:28])[O:26][N:25]=1, predict the reactants needed to synthesize it. The reactants are: [CH2:1]([N:8]1[C:20]2[C:19]3[CH:18]=[C:17]([O:21][CH3:22])[C:16]([C:23]4[C:24]([CH3:29])=[N:25][O:26][C:27]=4[CH3:28])=[CH:15][C:14]=3[N:13]=[CH:12][C:11]=2[O:10][C:9]1=[O:30])[C:2]1[CH:7]=[CH:6][CH:5]=[CH:4]C=1.O=C1[N:36](CC2CCCCN2C(OC(C)(C)C)=O)C=CO1.C(O)(C(F)(F)F)=O. (2) Given the product [CH:1]1([O:7][CH:8]([CH2:13][CH2:14][CH2:15][CH2:16]/[CH:17]=[CH:18]/[C:24]2[S:23][CH:22]=[N:21][C:20]=2[CH3:19])[C:9]([O:11][CH3:12])=[O:10])[CH2:6][CH2:5][CH2:4][CH2:3][CH2:2]1, predict the reactants needed to synthesize it. The reactants are: [CH:1]1([O:7][CH:8]([CH2:13][CH2:14][CH2:15][CH2:16][CH:17]=[CH2:18])[C:9]([O:11][CH3:12])=[O:10])[CH2:6][CH2:5][CH2:4][CH2:3][CH2:2]1.[CH3:19][C:20]1[N:21]=[CH:22][S:23][C:24]=1C=C. (3) Given the product [Br:1][C:2]1[C:3]([N:14]2[CH2:19][CH2:18][NH:17][CH2:16][CH2:15]2)=[N:4][CH:5]=[C:6]([CH:12]=1)[C:7]([O:9][CH2:10][CH3:11])=[O:8], predict the reactants needed to synthesize it. The reactants are: [Br:1][C:2]1[C:3](Cl)=[N:4][CH:5]=[C:6]([CH:12]=1)[C:7]([O:9][CH2:10][CH3:11])=[O:8].[NH:14]1[CH2:19][CH2:18][NH:17][CH2:16][CH2:15]1.C(N(CC)CC)C.C([O-])([O-])=O.[K+].[K+]. (4) Given the product [C:28]([NH:8][C:7]1[CH:9]=[CH:10][C:4]([O:3][C:2]([F:11])([F:12])[F:1])=[CH:5][CH:6]=1)([O:27][C:23]([CH3:26])([CH3:25])[CH3:24])=[O:29], predict the reactants needed to synthesize it. The reactants are: [F:1][C:2]([F:12])([F:11])[O:3][C:4]1[CH:10]=[CH:9][C:7]([NH2:8])=[CH:6][CH:5]=1.C[Si]([N-][Si](C)(C)C)(C)C.[Na+].[C:23]([O:27][C:28](O[C:28]([O:27][C:23]([CH3:26])([CH3:25])[CH3:24])=[O:29])=[O:29])([CH3:26])([CH3:25])[CH3:24]. (5) The reactants are: [NH:1]1[C:5]([C:6]2[CH:11]=[CH:10][CH:9]=[CH:8][C:7]=2B(O)O)=[N:4][N:3]=[N:2]1.Br[C:16]1[CH:28]=[CH:27][C:19]([N:20]([CH:22]2[CH2:26][CH2:25][CH2:24][CH2:23]2)[CH3:21])=[C:18]([N+:29]([O-:31])=[O:30])[CH:17]=1.C(=O)([O-])[O-].[K+].[K+]. Given the product [CH:22]1([N:20]([CH3:21])[C:19]2[CH:27]=[CH:28][C:16]([C:7]3[CH:8]=[CH:9][CH:10]=[CH:11][C:6]=3[C:5]3[NH:4][N:3]=[N:2][N:1]=3)=[CH:17][C:18]=2[N+:29]([O-:31])=[O:30])[CH2:23][CH2:24][CH2:25][CH2:26]1, predict the reactants needed to synthesize it.